Dataset: Full USPTO retrosynthesis dataset with 1.9M reactions from patents (1976-2016). Task: Predict the reactants needed to synthesize the given product. (1) Given the product [CH:28]1[N:27]=[C:26]([C:24]([C:21]2[CH:22]=[CH:23][C:14]([NH:13][C:5](=[O:11])[NH:38][CH2:35][CH2:36][CH3:37])=[C:15]([CH:20]=2)[C:16]([O:18][CH3:19])=[O:17])=[O:25])[N:30]2[CH:31]=[CH:32][CH:33]=[CH:34][C:29]=12, predict the reactants needed to synthesize it. The reactants are: ClC(Cl)(O[C:5](=[O:11])OC(Cl)(Cl)Cl)Cl.[NH2:13][C:14]1[CH:23]=[CH:22][C:21]([C:24]([C:26]2[N:30]3[CH:31]=[CH:32][CH:33]=[CH:34][C:29]3=[CH:28][N:27]=2)=[O:25])=[CH:20][C:15]=1[C:16]([O:18][CH3:19])=[O:17].[CH2:35]([NH2:38])[CH2:36][CH3:37].C(N(CC)CC)C. (2) Given the product [CH2:1]([N:8]([CH2:22][C:23]1[CH:28]=[CH:27][CH:26]=[CH:25][CH:24]=1)[C@@H:9]1[CH2:10][CH2:11][C:12]2[C:17](=[C:16]([C:30]3[CH:35]=[CH:34][N:33]=[N:32][CH:31]=3)[CH:15]=[CH:14][CH:13]=2)[CH2:18]1)[C:2]1[CH:7]=[CH:6][CH:5]=[CH:4][CH:3]=1, predict the reactants needed to synthesize it. The reactants are: [CH2:1]([N:8]([CH2:22][C:23]1[CH:28]=[CH:27][CH:26]=[CH:25][CH:24]=1)[C@H:9]1[CH2:18][C:17]2[C:16](B(O)O)=[CH:15][CH:14]=[CH:13][C:12]=2[CH2:11][CH2:10]1)[C:2]1[CH:7]=[CH:6][CH:5]=[CH:4][CH:3]=1.Br[C:30]1[CH:35]=[CH:34][N:33]=[N:32][CH:31]=1.